This data is from Experimentally validated miRNA-target interactions with 360,000+ pairs, plus equal number of negative samples. The task is: Binary Classification. Given a miRNA mature sequence and a target amino acid sequence, predict their likelihood of interaction. (1) The miRNA is hsa-miR-516b-5p with sequence AUCUGGAGGUAAGAAGCACUUU. The protein sequence of the target gene is MSSPSSPFREQSFLCAAGDAGEESRVQVLKNEVRRGSPVLLGWVEQAYADKCVCGPSAPPAPTPPSLSQRVMCNDLFKVNPFQLQQFRADPSTASLLLCPGGLDHKLNLRGKAWG. Result: 1 (interaction). (2) The miRNA is hsa-miR-7160-5p with sequence UGCUGAGGUCCGGGCUGUGCC. Result: 0 (no interaction). The protein sequence of the target gene is MLVILAFIIVFHIVSTALLFISTIDNAWWVGDSFSADLWRVCTNSTNCTEINELTGPEAFEGYSVMQAVQATMILSTILSCISFLIFLLQLFRLKQGERFVLTSIIQLMSCLCVMIGASIYTDRRQDLHQQNRKLYYLLQEGSYGYSFILAWVAFAFTFISGLMYMILRKRK. (3) The miRNA is hsa-miR-15a-5p with sequence UAGCAGCACAUAAUGGUUUGUG. The protein sequence of the target gene is MLQKPRNRGRSGGQAERDRDWSHSGNPGASRAGEDARVLRDGFAEEAPSTSRGPGGSQGSQGPSPQGARRAQAAPAVGPRSQKQLELKVSELVQFLLIKDQKKIPIKRADILKHVIGDYKDIFPDLFKRAAERLQYVFGYKLVELEPKSNTYILINTLEPVEEDAEMRGDQGTPTTGLLMIVLGLIFMKGNTIKETEAWDFLRRLGVYPTKKHLIFGDPKKLITEDFVRQRYLEYRRIPHTDPVDYEFQWGPRTNLETSKMKVLKFVAKVHNQDPKDWPAQYCEALADEENRARPQPSGP.... Result: 0 (no interaction). (4) The miRNA is hsa-miR-548aq-5p with sequence GAAAGUAAUUGCUGUUUUUGCC. The protein sequence of the target gene is MTAPEKPVKQEEMAALDVDGGGGGGGHGEYLQQQQQQQQQHGNGAAAAAAQDTQPSPLALLAATCSKIGPPSPGDDDEEAAVAAAAGVPAAAAGATGDLASAQLGGAPNRWEVLSATPTTIKDEAGNLVQIPGAATSSGQYVLPLQNLQNQQIFSVAPGSDSSNGTVSNVQYQVIPQIQSTDAQQVQIGFTGSSDNGGINQENSQIQIIPGSNQTLLASGTPPANIQNLIPQTGQVQVQGVAIGGSSFPGQTQVVANVPLGLPGNITFVPINSVDLDSLGLSGSSQTMTAGINADGHLIN.... Result: 0 (no interaction). (5) The miRNA is hsa-miR-548ai with sequence AAAGGUAAUUGCAGUUUUUCCC. The protein sequence of the target gene is MEFDCEGVRRLLGKYKFRDLTVEELKNVSVSFPHFRYSVDTYVFKDTSQKDLLNFTGTIPVMYQGKTYNIPIRFWILDSHPFAPPICFLKPTANMEISVGKHVDAKGRIYLPYLQNWSHPKSAIVGLIKEMIAKFQEELPLYSIPSSNEAQQVDLLAYITKITEGVSDINSRGWTNHENKILNKITVVGSGDLGIACTLAISAKGIADKLLLLDLSDGMSQGTMDLDIFNLPNVEISKDLSASAHSKVVIFTANSLGGSESYLHAVQSNVDMFRALVPALGHYSQHAVLLVASQPVEIMS.... Result: 0 (no interaction). (6) The miRNA is hsa-miR-4539 with sequence GCUGAACUGGGCUGAGCUGGGC. The protein sequence of the target gene is MQFRLFSFALIILNCMDYSHCQGNRWRRSKRASYVSNPICKGCLSCSKDNGCSRCQQKLFFFLRREGMRQYGECLHSCPSGYYGHRAPDMNRCARCRIENCDSCFSKDFCTKCKVGFYLHRGRCFDECPDGFAPLEETMECVEGCEVGHWSEWGTCSRNNRTCGFKWGLETRTRQIVKKPVKDTILCPTIAESRRCKMTMRHCPGGKRTPKAKEKRNKKKKRKLIERAQEQHSVFLATDRANQ. Result: 0 (no interaction). (7) The miRNA is mmu-miR-30c-1-3p with sequence CUGGGAGAGGGUUGUUUACUCC. The protein sequence of the target gene is MSDSRDPASDQMKQWKEQRASQRPDVLTTGGGNPIGDKLNIMTAGSRGPLLVQDVVFTDEMAHFDRERIPERVVHAKGAGAFGYFEVTHDITRYSKAKVFEHIGKRTPIAVRFSTVTGESGSADTVRDPRGFAVKFYTEDGNWDLVGNNTPIFFIRDAILFPSFIHSQKRNPQTHLKDPDMVWDFWSLRPESLHQVSFLFSDRGIPDGHRHMNGYGSHTFKLVNADGEAVYCKFHYKTDQGIKNLPVGEAGRLAQEDPDYGLRDLFNAIANGNYPSWTFYIQVMTFKEAETFPFNPFDLT.... Result: 0 (no interaction). (8) The protein sequence of the target gene is MESADFYEVEPRPPMSSHLQSPPHAPSNAAFGFPRGAGPAPPPAPPAAPEPLGGICEHETSIDISAYIDPAAFNDEFLADLFQHSRQQEKAKAAAGPAGGGGDFDYPGAPAGPGGAVMSAGAHGPPPGYGCAAAGYLDGRLEPLYERVGAPALRPLVIKQEPREEDEAKQLALAGLFPYQPPPPPPPPHPHASPAHLAAPHLQFQIAHCGQTTMHLQPGHPTPPPTPVPSPHAAPALGAAGLPGPGSALKGLAGAHPDLRTGGGGGGSGAGAGKAKKSVDKNSNEYRVRRERNNIAVRKS.... The miRNA is mmu-miR-466m-3p with sequence UACAUACACACAUACACACGCA. Result: 1 (interaction). (9) The miRNA is hsa-miR-548ao-5p with sequence AGAAGUAACUACGGUUUUUGCA. The protein sequence of the target gene is MEAALADGEPDRSSLLGDSKDVLGPSTVVANSDEPQHLTPGKMSQRQGRDANPTPTRDLPQPSLSPASLHSQGFERGKEDISQNKDDSSLSMSKSKSESKLYNGSEKDSSTSSKLTKKESLKVQKKNYREEKKRATKELLSTITDPSVIVMADWLKIRGTLKSWTKLWCVLKPGVLLIYKTQKNGQWVGTVLLNACEIIERPSKKDGFCFKLFHPLEQSIWAVKGPKGEAVGSITQPLPSSYLIIRATSESDGRCWMDALELALKCSSLLKRTMVREGKEHDLSISSDSTHVTLYGLLRA.... Result: 0 (no interaction).